Dataset: Forward reaction prediction with 1.9M reactions from USPTO patents (1976-2016). Task: Predict the product of the given reaction. (1) Given the reactants [F:1][C:2]([F:34])([F:33])[C:3]1[CH:4]=[C:5]([C@H:13]([O:15][C@H:16]2[O:24][CH2:23][C@@H:19]3[CH2:20][NH:21][CH2:22][C@H:18]3[C@@H:17]2[C:25]2[CH:30]=[CH:29][C:28]([F:31])=[CH:27][C:26]=2[CH3:32])[CH3:14])[CH:6]=[C:7]([C:9]([F:12])([F:11])[F:10])[CH:8]=1.C(N(CC)C(C)C)(C)C.Cl.CN(C)CCCN=C=NCC.[C:56]([O:59][CH2:60][C:61](O)=[O:62])(=[O:58])[CH3:57], predict the reaction product. The product is: [C:56]([O:59][CH2:60][C:61]([N:21]1[CH2:22][C@H:18]2[C@H:17]([C:25]3[CH:30]=[CH:29][C:28]([F:31])=[CH:27][C:26]=3[CH3:32])[C@@H:16]([O:15][C@@H:13]([C:5]3[CH:6]=[C:7]([C:9]([F:12])([F:10])[F:11])[CH:8]=[C:3]([C:2]([F:1])([F:33])[F:34])[CH:4]=3)[CH3:14])[O:24][CH2:23][C@@H:19]2[CH2:20]1)=[O:62])(=[O:58])[CH3:57]. (2) Given the reactants C(O[C:6](=O)[N:7]([CH2:9][CH:10]([OH:17])[CH2:11][N:12]1[CH2:16][CH2:15][CH2:14][CH2:13]1)C)(C)(C)C.C(O)(C(F)(F)F)=O, predict the reaction product. The product is: [CH3:6][NH:7][CH2:9][CH:10]([OH:17])[CH2:11][N:12]1[CH2:16][CH2:15][CH2:14][CH2:13]1. (3) Given the reactants [CH3:1][O:2][C:3]1[CH:4]=[C:5]([N:12]2[CH2:17][CH2:16][CH2:15][C@H:14]([C:18]([OH:20])=[O:19])[CH2:13]2)[CH:6]=[CH:7][C:8]=1[N+:9]([O-:11])=[O:10].N1CCC[C@@H](C(O)=O)C1, predict the reaction product. The product is: [CH3:1][O:2][C:3]1[CH:4]=[C:5]([N:12]2[CH2:17][CH2:16][CH2:15][C@@H:14]([C:18]([OH:20])=[O:19])[CH2:13]2)[CH:6]=[CH:7][C:8]=1[N+:9]([O-:11])=[O:10]. (4) Given the reactants [C:1]([NH:20][C@H:21]([CH2:25][CH3:26])[C@@H:22]([OH:24])[CH3:23])([C:14]1[CH:19]=[CH:18][CH:17]=[CH:16][CH:15]=1)([C:8]1[CH:13]=[CH:12][CH:11]=[CH:10][CH:9]=1)[C:2]1[CH:7]=[CH:6][CH:5]=[CH:4][CH:3]=1.FC(F)(F)C(O)=O, predict the reaction product. The product is: [C:1]([NH:20][C@H:21]([CH2:25][CH3:26])[CH:22]([OH:24])[CH3:23])([C:8]1[CH:9]=[CH:10][CH:11]=[CH:12][CH:13]=1)([C:14]1[CH:19]=[CH:18][CH:17]=[CH:16][CH:15]=1)[C:2]1[CH:7]=[CH:6][CH:5]=[CH:4][CH:3]=1. (5) Given the reactants Cl.Cl.[CH3:3][C:4]1[N:8]([CH:9]2[CH2:15][CH:14]3[N:16]([CH2:17][CH2:18][C:19]4([C:25]5[CH:30]=[CH:29][CH:28]=[CH:27][CH:26]=5)[CH2:24][CH2:23][NH:22][CH2:21][CH2:20]4)[CH:11]([CH2:12][CH2:13]3)[CH2:10]2)[C:7]2[CH:31]=[CH:32][CH:33]=[CH:34][C:6]=2[N:5]=1.C(N(CC)CC)C.O.[C:43]([OH:47])(=[O:46])[CH:44]=O.[C:48]1(B(O)O)[CH:53]=[CH:52][CH:51]=[CH:50][CH:49]=1, predict the reaction product. The product is: [CH3:3][C:4]1[N:8]([CH:9]2[CH2:15][CH:14]3[N:16]([CH2:17][CH2:18][C:19]4([C:25]5[CH:30]=[CH:29][CH:28]=[CH:27][CH:26]=5)[CH2:20][CH2:21][N:22]([CH:44]([C:48]5[CH:53]=[CH:52][CH:51]=[CH:50][CH:49]=5)[C:43]([OH:47])=[O:46])[CH2:23][CH2:24]4)[CH:11]([CH2:12][CH2:13]3)[CH2:10]2)[C:7]2[CH:31]=[CH:32][CH:33]=[CH:34][C:6]=2[N:5]=1. (6) The product is: [NH2:16][CH2:17][CH2:18][O:19][CH2:20][CH2:21][O:22][CH2:23][CH2:24][NH:25][C:9](=[O:10])[O:11][C:12]([CH3:13])([CH3:14])[CH3:15]. Given the reactants [C:12]([O:11][C:9](O[C:9]([O:11][C:12]([CH3:15])([CH3:14])[CH3:13])=[O:10])=[O:10])([CH3:15])([CH3:14])[CH3:13].[NH2:16][CH2:17][CH2:18][O:19][CH2:20][CH2:21][O:22][CH2:23][CH2:24][NH2:25].CCOC(C)=O, predict the reaction product.